Dataset: Forward reaction prediction with 1.9M reactions from USPTO patents (1976-2016). Task: Predict the product of the given reaction. (1) The product is: [O:1]([C:8]1[CH:13]=[CH:12][C:11]([NH:14][C:15]([N:19]([CH3:18])[O:20][CH2:21][C:22]([OH:24])=[O:23])=[S:16])=[CH:10][CH:9]=1)[C:2]1[CH:3]=[CH:4][CH:5]=[CH:6][CH:7]=1. Given the reactants [O:1]([C:8]1[CH:13]=[CH:12][C:11]([N:14]=[C:15]=[S:16])=[CH:10][CH:9]=1)[C:2]1[CH:7]=[CH:6][CH:5]=[CH:4][CH:3]=1.Cl.[CH3:18][NH:19][O:20][CH2:21][C:22]([OH:24])=[O:23].C(N(CC)CC)C, predict the reaction product. (2) The product is: [C:1]([O:5][C:6]([NH:8][CH2:9][CH2:10][O:11][C:26]1[CH:27]=[C:28]([F:30])[CH:29]=[CH:19][C:20]=1[C:21]([O:23][CH2:24][CH3:25])=[O:22])=[O:7])([CH3:4])([CH3:3])[CH3:2]. Given the reactants [C:1]([O:5][C:6]([NH:8][CH2:9][CH2:10][OH:11])=[O:7])([CH3:4])([CH3:3])[CH3:2].CC(C)([O-])C.[K+].F[C:19]1[CH:29]=[C:28]([F:30])[CH:27]=[CH:26][C:20]=1[C:21]([O:23][CH2:24][CH3:25])=[O:22], predict the reaction product. (3) Given the reactants C(Cl)(=O)C(Cl)=O.[Cl:7][C:8]1[C:9]([Cl:17])=[N:10][CH:11]=[C:12]([CH:16]=1)[C:13]([OH:15])=O.CN(C=O)C.[NH2:23][C:24](=[N:36]O)[C:25]1[CH:34]=[CH:33][C:28]([C:29]([O:31][CH3:32])=[O:30])=[C:27]([F:35])[CH:26]=1.CCN(C(C)C)C(C)C, predict the reaction product. The product is: [Cl:7][C:8]1[CH:16]=[C:12]([C:13]2[O:15][N:36]=[C:24]([C:25]3[CH:34]=[CH:33][C:28]([C:29]([O:31][CH3:32])=[O:30])=[C:27]([F:35])[CH:26]=3)[N:23]=2)[CH:11]=[N:10][C:9]=1[Cl:17]. (4) Given the reactants [C:1]([C:4]1[CH:5]=[C:6]([C:10]2[N:15]=[CH:14][C:13](N=CN(C)C)=[CH:12][N:11]=2)[CH:7]=[CH:8][CH:9]=1)(=[O:3])[CH3:2].S(=O)(=O)(O)[OH:22], predict the reaction product. The product is: [OH:22][C:13]1[CH:12]=[N:11][C:10]([C:6]2[CH:5]=[C:4]([C:1](=[O:3])[CH3:2])[CH:9]=[CH:8][CH:7]=2)=[N:15][CH:14]=1. (5) Given the reactants [NH2:1][C:2]1[N:10]=[CH:9][N:8]=[C:7]2[C:3]=1[N:4]=[CH:5][N:6]2[CH:11]1[O:15][CH:14]([CH2:16][O:17][C:18]([C:31]2[CH:36]=[CH:35][CH:34]=[CH:33][CH:32]=2)([C:25]2[CH:30]=[CH:29][CH:28]=[CH:27][CH:26]=2)[C:19]2[CH:24]=[CH:23][CH:22]=[CH:21][CH:20]=2)[CH:13]([OH:37])[CH:12]1[F:38].[C:39](Cl)([C:41]1[CH:46]=[CH:45][CH:44]=[CH:43][CH:42]=1)=[O:40], predict the reaction product. The product is: [C:39]([NH:1][C:2]1[N:10]=[CH:9][N:8]=[C:7]2[C:3]=1[N:4]=[CH:5][N:6]2[CH:11]1[O:15][CH:14]([CH2:16][O:17][C:18]([C:25]2[CH:30]=[CH:29][CH:28]=[CH:27][CH:26]=2)([C:31]2[CH:32]=[CH:33][CH:34]=[CH:35][CH:36]=2)[C:19]2[CH:20]=[CH:21][CH:22]=[CH:23][CH:24]=2)[CH:13]([O:37][C:18](=[O:17])[C:19]2[CH:24]=[CH:23][CH:22]=[CH:21][CH:20]=2)[CH:12]1[F:38])(=[O:40])[C:41]1[CH:46]=[CH:45][CH:44]=[CH:43][CH:42]=1.